Task: Predict the reaction yield, written as a fraction of the theoretical maximum amount of product (1.0 means a 100% yield; for example, 0.34 means a 34% yield).. Dataset: Reaction yield outcomes from USPTO patents with 853,638 reactions The reactants are Br[C:2]1[S:6][C:5]([NH2:7])=[N:4][CH:3]=1.C([O-])([O-])=O.[K+].[K+].[CH2:14]([O:16][C:17](=[O:21])[CH2:18][CH2:19][SH:20])[CH3:15].O. The catalyst is CN(C=O)C. The product is [CH2:14]([O:16][C:17](=[O:21])[CH2:18][CH2:19][S:20][C:2]1[S:6][C:5]([NH2:7])=[N:4][CH:3]=1)[CH3:15]. The yield is 0.490.